This data is from Full USPTO retrosynthesis dataset with 1.9M reactions from patents (1976-2016). The task is: Predict the reactants needed to synthesize the given product. (1) The reactants are: C([O:8][C:9]([CH2:11][N:12]1[CH2:25][CH2:24][CH2:23][N:22]2[CH2:26][CH2:27][CH2:28][N:15]([CH2:16][CH2:17][CH2:18][N:19]([CH2:29][C:30]([O:32]CC3C=CC=CC=3)=[O:31])[CH2:20][CH2:21]2)[CH2:14][CH2:13]1)=[O:10])C1C=CC=CC=1. Given the product [C:30]([CH2:29][N:19]1[CH2:18][CH2:17][CH2:16][N:15]2[CH2:28][CH2:27][CH2:26][N:22]([CH2:23][CH2:24][CH2:25][N:12]([CH2:11][C:9]([OH:10])=[O:8])[CH2:13][CH2:14]2)[CH2:21][CH2:20]1)([OH:32])=[O:31], predict the reactants needed to synthesize it. (2) Given the product [CH:1]([N:14]1[CH2:15][CH:16]([CH2:18][O:19][C:20]2[C:28]([CH:29]3[CH2:31][CH2:30]3)=[CH:27][C:23]([C:24]([NH:39][S:36]([CH:33]3[CH2:35][CH2:34]3)(=[O:38])=[O:37])=[O:25])=[C:22]([F:32])[CH:21]=2)[CH2:17]1)([C:8]1[CH:13]=[CH:12][CH:11]=[CH:10][CH:9]=1)[C:2]1[CH:3]=[CH:4][CH:5]=[CH:6][CH:7]=1, predict the reactants needed to synthesize it. The reactants are: [CH:1]([N:14]1[CH2:17][CH:16]([CH2:18][O:19][C:20]2[C:28]([CH:29]3[CH2:31][CH2:30]3)=[CH:27][C:23]([C:24](O)=[O:25])=[C:22]([F:32])[CH:21]=2)[CH2:15]1)([C:8]1[CH:13]=[CH:12][CH:11]=[CH:10][CH:9]=1)[C:2]1[CH:7]=[CH:6][CH:5]=[CH:4][CH:3]=1.[CH:33]1([S:36]([NH2:39])(=[O:38])=[O:37])[CH2:35][CH2:34]1. (3) Given the product [F:27][CH:25]([F:26])[C:15]1[N:14]([C:4]2[N:3]=[C:2]([C:41]3[CH:42]=[CH:43][C:38]([S:35]([N:32]4[CH2:33][CH2:34][N:29]([CH3:28])[CH2:30][CH2:31]4)(=[O:36])=[O:37])=[CH:39][CH:40]=3)[N:7]=[C:6]([N:8]3[CH2:9][CH2:10][O:11][CH2:12][CH2:13]3)[N:5]=2)[C:18]2[CH:19]=[CH:20][CH:21]=[C:22]([O:23][CH3:24])[C:17]=2[N:16]=1, predict the reactants needed to synthesize it. The reactants are: Cl[C:2]1[N:7]=[C:6]([N:8]2[CH2:13][CH2:12][O:11][CH2:10][CH2:9]2)[N:5]=[C:4]([N:14]2[C:18]3[CH:19]=[CH:20][CH:21]=[C:22]([O:23][CH3:24])[C:17]=3[N:16]=[C:15]2[CH:25]([F:27])[F:26])[N:3]=1.[CH3:28][N:29]1[CH2:34][CH2:33][N:32]([S:35]([C:38]2[CH:43]=[CH:42][C:41](B(O)O)=[CH:40][CH:39]=2)(=[O:37])=[O:36])[CH2:31][CH2:30]1.C([O-])([O-])=O.[K+].[K+]. (4) Given the product [CH3:28][O:27][C:20]1[CH:21]=[CH:22][CH:23]=[C:24]([O:25][CH3:26])[C:19]=1[CH:16]1[CH2:17][CH2:18][N:13]([C:11]([C:6]2[C:5]3[C:9](=[CH:10][CH:2]=[CH:3][CH:4]=3)[N:8]([CH2:30][C:31]([N:33]([CH3:35])[CH3:34])=[O:32])[CH:7]=2)=[O:12])[CH2:14][CH2:15]1, predict the reactants needed to synthesize it. The reactants are: Cl[C:2]1[CH:10]=[C:9]2[C:5]([C:6]([C:11]([N:13]3[CH2:18][CH2:17][CH:16]([C:19]4[C:24]([O:25][CH3:26])=[CH:23][CH:22]=[CH:21][C:20]=4[O:27][CH3:28])[CH2:15][CH2:14]3)=[O:12])=[CH:7][NH:8]2)=[CH:4][CH:3]=1.Cl[CH2:30][C:31]([N:33]([CH3:35])[CH3:34])=[O:32]. (5) The reactants are: [CH:1]1([C:7]2[C:8]3[CH:9]=[CH:10][C:11]([C:37]([NH:39][S:40]([N:43]([CH3:45])[CH3:44])(=[O:42])=[O:41])=[O:38])=[CH:12][C:13]=3[N:14]3[CH2:20][C:19]([C:21]([N:23]4[CH2:28][C@H:27]([CH3:29])[NH:26][C@H:25]([CH3:30])[CH2:24]4)=[O:22])=[CH:18][C:17]4[CH:31]=[C:32]([O:35][CH3:36])[CH:33]=[CH:34][C:16]=4[C:15]=23)[CH2:6][CH2:5][CH2:4][CH2:3][CH2:2]1.C=O.[C:48]([BH3-])#N.[Na+]. Given the product [CH:1]1([C:7]2[C:8]3[CH:9]=[CH:10][C:11]([C:37]([NH:39][S:40]([N:43]([CH3:44])[CH3:45])(=[O:41])=[O:42])=[O:38])=[CH:12][C:13]=3[N:14]3[CH2:20][C:19]([C:21]([N:23]4[CH2:24][C@H:25]([CH3:30])[N:26]([CH3:48])[C@H:27]([CH3:29])[CH2:28]4)=[O:22])=[CH:18][C:17]4[CH:31]=[C:32]([O:35][CH3:36])[CH:33]=[CH:34][C:16]=4[C:15]=23)[CH2:2][CH2:3][CH2:4][CH2:5][CH2:6]1, predict the reactants needed to synthesize it. (6) Given the product [CH3:73][O:72][C:69]1[N:68]=[CH:67][C:66]([NH:65][C:28]([CH:9]2[CH:8]([C:4]3[CH:5]=[CH:6][CH:7]=[C:2]([Cl:1])[C:3]=3[F:31])[C:12]([C:15]3[CH:20]=[CH:19][C:18]([Cl:21])=[CH:17][C:16]=3[F:22])([C:13]#[N:14])[CH:11]([CH2:23][C:24]([CH3:27])([CH3:26])[CH3:25])[NH:10]2)=[O:29])=[CH:71][CH:70]=1, predict the reactants needed to synthesize it. The reactants are: [Cl:1][C:2]1[C:3]([F:31])=[C:4]([CH:8]2[C:12]([C:15]3[CH:20]=[CH:19][C:18]([Cl:21])=[CH:17][C:16]=3[F:22])([C:13]#[N:14])[CH:11]([CH2:23][C:24]([CH3:27])([CH3:26])[CH3:25])[NH:10][CH:9]2[C:28](O)=[O:29])[CH:5]=[CH:6][CH:7]=1.CN(C(ON1N=NC2C=CC=NC1=2)=[N+](C)C)C.F[P-](F)(F)(F)(F)F.CCN(C(C)C)C(C)C.[NH2:65][C:66]1[CH:67]=[N:68][C:69]([O:72][CH3:73])=[CH:70][CH:71]=1. (7) Given the product [CH3:1][N:2]([CH3:36])[C:3]1[CH:4]=[C:5]([C:9](=[N:16][O:17][CH2:18][C:19]2[N:24]=[C:23]([NH2:25])[CH:22]=[CH:21][CH:20]=2)[C:10]2[N:14]([CH3:15])[N:13]=[N:12][N:11]=2)[CH:6]=[CH:7][CH:8]=1, predict the reactants needed to synthesize it. The reactants are: [CH3:1][N:2]([CH3:36])[C:3]1[CH:4]=[C:5]([C:9](=[N:16][O:17][CH2:18][C:19]2[N:24]=[C:23]([N:25]3C(=O)C4C(=CC=CC=4)C3=O)[CH:22]=[CH:21][CH:20]=2)[C:10]2[N:14]([CH3:15])[N:13]=[N:12][N:11]=2)[CH:6]=[CH:7][CH:8]=1.O.NN. (8) Given the product [F:1][C:2]1[CH:25]=[CH:24][C:5]([O:6][CH:7]2[CH2:8][N:9]([C:11]3[N:19]=[CH:18][C:17]([C:20]([F:22])([F:21])[F:23])=[CH:16][C:12]=3[C:13]([NH:27][C:28]3([C:31]4[CH:40]=[CH:39][C:34]([C:35]([O:37][CH3:38])=[O:36])=[CH:33][CH:32]=4)[CH2:30][CH2:29]3)=[O:15])[CH2:10]2)=[CH:4][CH:3]=1, predict the reactants needed to synthesize it. The reactants are: [F:1][C:2]1[CH:25]=[CH:24][C:5]([O:6][CH:7]2[CH2:10][N:9]([C:11]3[N:19]=[CH:18][C:17]([C:20]([F:23])([F:22])[F:21])=[CH:16][C:12]=3[C:13]([OH:15])=O)[CH2:8]2)=[CH:4][CH:3]=1.Cl.[NH2:27][C:28]1([C:31]2[CH:40]=[CH:39][C:34]([C:35]([O:37][CH3:38])=[O:36])=[CH:33][CH:32]=2)[CH2:30][CH2:29]1. (9) Given the product [O:1]1[C:5]2[CH:6]=[CH:7][CH:8]=[CH:9][C:4]=2[N:3]=[C:2]1[C:10]1[CH:11]=[CH:12][C:13]2[N:17]([CH:18]3[CH2:23][CH2:22][O:21][CH2:20][CH2:19]3)[C:2]([CH:10]3[CH2:11][CH2:12][CH2:13][CH2:14][CH2:16]3)=[N:15][C:14]=2[CH:16]=1, predict the reactants needed to synthesize it. The reactants are: [O:1]1[C:5]2[CH:6]=[CH:7][CH:8]=[CH:9][C:4]=2[N:3]=[C:2]1[C:10]1[CH:11]=[CH:12][C:13]([NH:17][CH:18]2[CH2:23][CH2:22][O:21][CH2:20][CH2:19]2)=[C:14]([CH:16]=1)[NH2:15].OOS([O-])=O.[K+].C(=O)([O-])[O-].[K+].[K+].